Predict the product of the given reaction. From a dataset of Forward reaction prediction with 1.9M reactions from USPTO patents (1976-2016). (1) Given the reactants [CH3:1][C@:2]12[C:9]([CH3:11])([CH3:10])[CH:6]([CH2:7][CH2:8]1)[C:5](=[O:12])[N:4]([CH3:13])[C:3]2=[O:14].N[C@H](C(O)=O)C[SeH].[Li]CCCC.C1CCCCC1.[C:33](=[O:35])=[O:34], predict the reaction product. The product is: [CH3:13][N:4]1[C:3](=[O:14])[C@@:2]2([CH3:1])[C:9]([CH3:10])([CH3:11])[C@:6]([C:33]([OH:35])=[O:34])([CH2:7][CH2:8]2)[C:5]1=[O:12]. (2) Given the reactants [CH3:1][S:2]([C:5]1[CH:10]=[CH:9][CH:8]=[CH:7][C:6]=1[C:11]1[C:20]([CH:21]([NH2:23])[CH3:22])=[CH:19][C:18]2[C:13](=[CH:14][CH:15]=[CH:16][N:17]=2)[N:12]=1)(=[O:4])=[O:3].[NH2:24][C:25]1[C:30]([C:31]#[N:32])=[C:29](Cl)[N:28]=[CH:27][N:26]=1.CCN(C(C)C)C(C)C.O, predict the reaction product. The product is: [NH2:24][C:25]1[C:30]([C:31]#[N:32])=[C:29]([NH:23][CH:21]([C:20]2[C:11]([C:6]3[CH:7]=[CH:8][CH:9]=[CH:10][C:5]=3[S:2]([CH3:1])(=[O:3])=[O:4])=[N:12][C:13]3[C:18]([CH:19]=2)=[N:17][CH:16]=[CH:15][CH:14]=3)[CH3:22])[N:28]=[CH:27][N:26]=1.